This data is from NCI-60 drug combinations with 297,098 pairs across 59 cell lines. The task is: Regression. Given two drug SMILES strings and cell line genomic features, predict the synergy score measuring deviation from expected non-interaction effect. (1) Drug 1: C(CCl)NC(=O)N(CCCl)N=O. Drug 2: N.N.Cl[Pt+2]Cl. Cell line: HS 578T. Synergy scores: CSS=3.37, Synergy_ZIP=-3.37, Synergy_Bliss=-0.937, Synergy_Loewe=-3.24, Synergy_HSA=-1.64. (2) Drug 1: C1CCN(CC1)CCOC2=CC=C(C=C2)C(=O)C3=C(SC4=C3C=CC(=C4)O)C5=CC=C(C=C5)O. Drug 2: CN(CC1=CN=C2C(=N1)C(=NC(=N2)N)N)C3=CC=C(C=C3)C(=O)NC(CCC(=O)O)C(=O)O. Cell line: SW-620. Synergy scores: CSS=29.6, Synergy_ZIP=3.84, Synergy_Bliss=4.54, Synergy_Loewe=-9.39, Synergy_HSA=1.51.